This data is from Full USPTO retrosynthesis dataset with 1.9M reactions from patents (1976-2016). The task is: Predict the reactants needed to synthesize the given product. (1) Given the product [CH:27]1([C:30]([NH:1][C:2]2[N:26]=[C:5]3[CH:6]=[CH:7][C:8]([O:10][C:11]4[CH:12]=[C:13]([NH:18][C:19](=[O:25])[O:20][C:21]([CH3:23])([CH3:22])[CH3:24])[CH:14]=[CH:15][C:16]=4[CH3:17])=[CH:9][N:4]3[N:3]=2)=[O:31])[CH2:29][CH2:28]1, predict the reactants needed to synthesize it. The reactants are: [NH2:1][C:2]1[N:26]=[C:5]2[CH:6]=[CH:7][C:8]([O:10][C:11]3[CH:12]=[C:13]([NH:18][C:19](=[O:25])[O:20][C:21]([CH3:24])([CH3:23])[CH3:22])[CH:14]=[CH:15][C:16]=3[CH3:17])=[CH:9][N:4]2[N:3]=1.[CH:27]1([C:30](Cl)=[O:31])[CH2:29][CH2:28]1. (2) Given the product [CH2:1]([C:5]12[CH2:18][CH2:19][C:20](=[O:22])[CH:21]=[C:6]1[C:7]1[C:12](=[CH:11][C:10]([O:15][CH3:16])=[CH:9][CH:8]=1)[CH2:13][CH2:14]2)[CH2:2][CH2:3][CH3:4], predict the reactants needed to synthesize it. The reactants are: [CH2:1]([C:5]1([CH2:18][CH2:19][C:20](=[O:22])[CH3:21])[CH2:14][CH2:13][C:12]2[C:7](=[CH:8][CH:9]=[C:10]([O:15][CH3:16])[CH:11]=2)[C:6]1=O)[CH2:2][CH2:3][CH3:4].N1CCCC1.C(O)(=O)C. (3) The reactants are: [NH2:1][C:2]1[S:3][CH:4]=[C:5]([C:7]2[CH:12]=[CH:11][C:10]([CH3:13])=[C:9]([CH3:14])[CH:8]=2)[N:6]=1.[C:15]1(=[O:25])[O:20][C:18](=[O:19])[C:17]2=[CH:21][CH:22]=[CH:23][CH:24]=[C:16]12. Given the product [CH3:14][C:9]1[CH:8]=[C:7]([C:5]2[N:6]=[C:2]([NH:1][C:15]([C:16]3[CH:24]=[CH:23][CH:22]=[CH:21][C:17]=3[C:18]([OH:20])=[O:19])=[O:25])[S:3][CH:4]=2)[CH:12]=[CH:11][C:10]=1[CH3:13], predict the reactants needed to synthesize it. (4) Given the product [CH3:72][O:73][C:74]([C@@H:76]1[CH2:80][C@@H:79]([S:81]([C:84]2[CH:89]=[CH:88][CH:87]=[CH:86][C:85]=2[C:90]([F:91])([F:92])[F:93])(=[O:82])=[O:83])[CH2:78][N:77]1[C:94]1[N:95]([CH2:100][CH2:101][C:102]2[CH:103]=[CH:104][CH:105]=[CH:106][CH:107]=2)[N:96]=[C:97]([CH3:99])[CH:98]=1)=[O:75], predict the reactants needed to synthesize it. The reactants are: COC([C@@H]1C[C@@H](S(C2C=CC=CC=2C(F)(F)F)(=O)=O)CN1C(=S)CC(=O)C)=O.COC([C@H]1C[C@@H](S(C2C=CC=CC=2C(F)(F)F)(=O)=O)CN1C(=S)CC(=O)C)=O.S(O)(O)(=O)=O.C(NN)CC1C=CC=CC=1.[CH3:72][O:73][C:74]([C@H:76]1[CH2:80][C@@H:79]([S:81]([C:84]2[CH:89]=[CH:88][CH:87]=[CH:86][C:85]=2[C:90]([F:93])([F:92])[F:91])(=[O:83])=[O:82])[CH2:78][N:77]1[C:94]1[N:95]([CH2:100][CH2:101][C:102]2[CH:107]=[CH:106][CH:105]=[CH:104][CH:103]=2)[N:96]=[C:97]([CH3:99])[CH:98]=1)=[O:75]. (5) Given the product [CH2:31]([N:33]([CH2:34][CH2:35][OH:36])[C:28]([CH:26]1[CH2:25][CH2:24][C:23]2[C:16]3[C:15]([NH:14][C:6]4[CH:7]=[C:8]5[C:12](=[CH:13][C:5]=4[O:4][CH:2]([CH3:1])[CH3:3])[NH:11][N:10]=[CH:9]5)=[N:20][CH:19]=[N:18][C:17]=3[S:21][C:22]=2[CH2:27]1)=[O:30])[CH3:32], predict the reactants needed to synthesize it. The reactants are: [CH3:1][CH:2]([O:4][C:5]1[CH:13]=[C:12]2[C:8]([CH:9]=[N:10][NH:11]2)=[CH:7][C:6]=1[NH:14][C:15]1[C:16]2[C:23]3[CH2:24][CH2:25][CH:26]([C:28]([OH:30])=O)[CH2:27][C:22]=3[S:21][C:17]=2[N:18]=[CH:19][N:20]=1)[CH3:3].[CH2:31]([NH:33][CH2:34][CH2:35][OH:36])[CH3:32]. (6) Given the product [Br:1][C:2]1[C:7]2[S:8][CH:9]=[CH:10][C:6]=2[C:5]([Cl:11])=[C:4]([CH2:12][C:14]2[CH:19]=[CH:18][C:17]([O:20][CH2:21][CH3:22])=[CH:16][CH:15]=2)[CH:3]=1, predict the reactants needed to synthesize it. The reactants are: [Br:1][C:2]1[C:7]2[S:8][CH:9]=[CH:10][C:6]=2[C:5]([Cl:11])=[C:4]([C:12]([C:14]2[CH:19]=[CH:18][C:17]([O:20][CH2:21][CH3:22])=[CH:16][CH:15]=2)=O)[CH:3]=1.[SiH](CC)(CC)CC.B(F)(F)F.CCOCC.